From a dataset of Forward reaction prediction with 1.9M reactions from USPTO patents (1976-2016). Predict the product of the given reaction. (1) Given the reactants C([Li])CCC.Br[C:7]1[S:8][CH:9]=[CH:10][N:11]=1.[O:12]1[C:16]2([CH2:21][CH2:20][C:19](=[O:22])[CH2:18][CH2:17]2)[O:15][CH2:14][CH2:13]1, predict the reaction product. The product is: [S:8]1[CH:9]=[CH:10][N:11]=[C:7]1[C:19]1([OH:22])[CH2:20][CH2:21][C:16]2([O:15][CH2:14][CH2:13][O:12]2)[CH2:17][CH2:18]1. (2) Given the reactants C([O:8][C:9]1[CH:14]=[CH:13][C:12]([N:15]2[C:19]([CH:20]3[CH2:25][CH2:24][CH2:23][CH2:22][CH2:21]3)=[CH:18][C:17](/[CH:26]=[CH:27]/[C:28]([O:30][CH3:31])=[O:29])=[N:16]2)=[CH:11][CH:10]=1)C1C=CC=CC=1.B(Cl)(Cl)Cl, predict the reaction product. The product is: [CH:20]1([C:19]2[N:15]([C:12]3[CH:11]=[CH:10][C:9]([OH:8])=[CH:14][CH:13]=3)[N:16]=[C:17](/[CH:26]=[CH:27]/[C:28]([O:30][CH3:31])=[O:29])[CH:18]=2)[CH2:21][CH2:22][CH2:23][CH2:24][CH2:25]1. (3) Given the reactants [OH:1][C:2]([C@@H:4]1[CH:19]=[C:18]2[C@@H:8]([CH2:9][C:10]3[C:20]4[C:13](=[CH:14][CH:15]=[CH:16][C:17]2=4)[NH:12][CH:11]=3)[N:6]([CH3:7])[CH2:5]1)=O.C1N=CN(C(N2C=NC=C2)=O)C=1.[CH2:33]([NH:35][CH2:36][CH2:37][C:38]([O:40][CH2:41][CH3:42])=[O:39])[CH3:34], predict the reaction product. The product is: [CH2:33]([N:35]([CH2:36][CH2:37][C:38]([O:40][CH2:41][CH3:42])=[O:39])[C:2]([C@@H:4]1[CH:19]=[C:18]2[C@@H:8]([CH2:9][C:10]3[C:20]4[C:13](=[CH:14][CH:15]=[CH:16][C:17]2=4)[NH:12][CH:11]=3)[N:6]([CH3:7])[CH2:5]1)=[O:1])[CH3:34]. (4) Given the reactants N[CH2:2][CH2:3][CH2:4][C:5]1([C:22]2[CH:27]=[CH:26][CH:25]=[CH:24][CH:23]=2)[N:9]([C:10](=[O:14])[CH:11]([CH3:13])[CH3:12])[N:8]=[C:7]([C:15]2[CH:20]=[CH:19][CH:18]=[C:17]([F:21])[CH:16]=2)[S:6]1.[CH2:28]=O.[C:30]([BH3-])#[N:31].[Na+], predict the reaction product. The product is: [CH3:28][N:31]([CH3:30])[CH2:2][CH2:3][CH2:4][C:5]1([C:22]2[CH:27]=[CH:26][CH:25]=[CH:24][CH:23]=2)[N:9]([C:10](=[O:14])[CH:11]([CH3:13])[CH3:12])[N:8]=[C:7]([C:15]2[CH:20]=[CH:19][CH:18]=[C:17]([F:21])[CH:16]=2)[S:6]1. (5) Given the reactants C([N:8]1[CH2:13][CH:12]=[C:11]([C:14]2[CH:19]=[CH:18][CH:17]=[CH:16][CH:15]=2)[CH2:10][CH2:9]1)C1C=CC=CC=1.C(O)C.Br[CH2:24][CH:25]1[N:29]([CH2:30][CH3:31])[N:28]([C:32]2[CH:37]=[CH:36][CH:35]=[CH:34][CH:33]=2)[C:27](=[O:38])[CH:26]1[Cl:39].C(=O)([O-])[O-].[K+].[K+], predict the reaction product. The product is: [Cl:39][C:26]1[C:27](=[O:38])[N:28]([C:32]2[CH:37]=[CH:36][CH:35]=[CH:34][CH:33]=2)[N:29]([CH2:30][CH3:31])[C:25]=1[CH2:24][N:8]1[CH2:13][CH2:12][CH:11]([C:14]2[CH:19]=[CH:18][CH:17]=[CH:16][CH:15]=2)[CH2:10][CH2:9]1. (6) Given the reactants [Si:1]([O:8][CH2:9][C@@H:10]1[C@H:14]2[O:15][C:16]([CH3:19])([CH3:18])[O:17][C@H:13]2[C@H:12]([NH:20][C:21]2[CH:26]=[C:25]([Cl:27])[N:24]=[CH:23][N:22]=2)[CH2:11]1)([C:4]([CH3:7])([CH3:6])[CH3:5])([CH3:3])[CH3:2].[H-].[Na+].[CH3:30]I, predict the reaction product. The product is: [Si:1]([O:8][CH2:9][C@@H:10]1[C@H:14]2[O:15][C:16]([CH3:18])([CH3:19])[O:17][C@H:13]2[C@H:12]([N:20]([CH3:30])[C:21]2[CH:26]=[C:25]([Cl:27])[N:24]=[CH:23][N:22]=2)[CH2:11]1)([C:4]([CH3:5])([CH3:6])[CH3:7])([CH3:2])[CH3:3]. (7) Given the reactants [Cl:1][C:2]1[CH:7]=[CH:6][C:5]([CH:8]([C:21]2[CH:26]=[CH:25][C:24]([Cl:27])=[CH:23][CH:22]=2)[C:9]2[CH:10]=[C:11]3[C:16](=[CH:17][CH:18]=2)[N:15]=[C:14]([OH:19])[CH:13]=[C:12]3Br)=[CH:4][CH:3]=1.[F:28][C:29]([F:39])([F:38])[C:30]1[N:35]=[CH:34][C:33]([CH2:36][NH2:37])=[CH:32][CH:31]=1.C([O-])([O-])=O.[Cs+].[Cs+], predict the reaction product. The product is: [Cl:1][C:2]1[CH:7]=[CH:6][C:5]([CH:8]([C:21]2[CH:26]=[CH:25][C:24]([Cl:27])=[CH:23][CH:22]=2)[C:9]2[CH:10]=[C:11]3[C:16](=[CH:17][CH:18]=2)[NH:15][C:14](=[O:19])[CH:13]=[C:12]3[NH:37][CH2:36][C:33]2[CH:34]=[N:35][C:30]([C:29]([F:39])([F:28])[F:38])=[CH:31][CH:32]=2)=[CH:4][CH:3]=1.